From a dataset of Full USPTO retrosynthesis dataset with 1.9M reactions from patents (1976-2016). Predict the reactants needed to synthesize the given product. (1) Given the product [CH:18]1([C:24]2[CH:29]=[CH:28][C:27]([C:30]3[N:34]([C:35]4[CH:40]=[CH:39][CH:38]=[CH:37][CH:36]=4)[N:33]=[C:32]([CH2:41][NH:17][CH2:16][CH2:15][N:12]4[CH2:13][CH2:14][N:9]([C:3]5[CH:4]=[CH:5][C:6]([CH3:8])=[CH:7][C:2]=5[CH3:1])[CH2:10][CH2:11]4)[CH:31]=3)=[CH:26][CH:25]=2)[CH2:19][CH2:20][CH2:21][CH2:22][CH2:23]1, predict the reactants needed to synthesize it. The reactants are: [CH3:1][C:2]1[CH:7]=[C:6]([CH3:8])[CH:5]=[CH:4][C:3]=1[N:9]1[CH2:14][CH2:13][N:12]([CH2:15][CH2:16][NH2:17])[CH2:11][CH2:10]1.[CH:18]1([C:24]2[CH:29]=[CH:28][C:27]([C:30]3[N:34]([C:35]4[CH:40]=[CH:39][CH:38]=[CH:37][CH:36]=4)[N:33]=[C:32]([CH:41]=O)[CH:31]=3)=[CH:26][CH:25]=2)[CH2:23][CH2:22][CH2:21][CH2:20][CH2:19]1. (2) Given the product [O:24]=[S:20]1(=[O:23])[CH:19]=[CH:18][CH:17]([C:13]2[C:14]([F:16])=[CH:15][C:10]([N:6]3[CH2:5][C@H:4]([CH2:3][NH:2][C:28](=[O:29])[CH:27]([F:33])[F:26])[O:8][C:7]3=[O:9])=[CH:11][C:12]=2[F:25])[CH2:22][CH2:21]1, predict the reactants needed to synthesize it. The reactants are: Cl.[NH2:2][CH2:3][C@@H:4]1[O:8][C:7](=[O:9])[N:6]([C:10]2[CH:15]=[C:14]([F:16])[C:13]([CH:17]3[CH:22]=[CH:21][S:20](=[O:24])(=[O:23])[CH2:19][CH2:18]3)=[C:12]([F:25])[CH:11]=2)[CH2:5]1.[F:26][CH:27]([F:33])[C:28](OCC)=[O:29].C(N(CC)CC)C. (3) The reactants are: [CH3:1][C:2](C)([O-])[CH3:3].[K+].[Br-].C([PH3+])CC.[N:12]1[CH:17]=[CH:16][C:15]([CH:18]=O)=[CH:14][CH:13]=1.O. Given the product [CH2:18]([C:15]1[CH:16]=[CH:17][N:12]=[CH:13][CH:14]=1)[CH2:1][CH2:2][CH3:3], predict the reactants needed to synthesize it. (4) The reactants are: [Cl:1][C:2]1[CH:22]=[C:21]([S:23]([CH3:26])(=[O:25])=[O:24])[CH:20]=[CH:19][C:3]=1[O:4][C:5]1[CH:6]=[C:7]([CH2:15][C:16]([OH:18])=O)[CH:8]=[C:9]([C:11]([F:14])([F:13])[F:12])[CH:10]=1.[NH:27]1[CH2:30][CH:29]([N:31]2[CH:35]=[CH:34][N:33]=[CH:32]2)[CH2:28]1. Given the product [Cl:1][C:2]1[CH:22]=[C:21]([S:23]([CH3:26])(=[O:24])=[O:25])[CH:20]=[CH:19][C:3]=1[O:4][C:5]1[CH:6]=[C:7]([CH2:15][C:16]([N:27]2[CH2:30][CH:29]([N:31]3[CH:35]=[CH:34][N:33]=[CH:32]3)[CH2:28]2)=[O:18])[CH:8]=[C:9]([C:11]([F:12])([F:13])[F:14])[CH:10]=1, predict the reactants needed to synthesize it. (5) The reactants are: C[O:2][C:3](=[O:50])[C:4]1[CH:9]=[CH:8][C:7]([CH2:10][N:11]2[CH2:17][CH2:16][CH2:15][C@H:14]([N:18]([CH2:25][C:26]3[CH:31]=[C:30]([C:32]([F:35])([F:34])[F:33])[CH:29]=[C:28]([C:36]([F:39])([F:38])[F:37])[CH:27]=3)[C:19]3[N:20]=[N:21][N:22]([CH3:24])[N:23]=3)[C:13]3[CH:40]=[C:41]([CH3:49])[C:42]([C:45]([F:48])([F:47])[F:46])=[C:43]([CH3:44])[C:12]2=3)=[CH:6][CH:5]=1.[OH-].[Na+]. Given the product [F:34][C:32]([F:33])([F:35])[C:30]1[CH:31]=[C:26]([CH:27]=[C:28]([C:36]([F:39])([F:38])[F:37])[CH:29]=1)[CH2:25][N:18]([C:19]1[N:20]=[N:21][N:22]([CH3:24])[N:23]=1)[C@H:14]1[CH2:15][CH2:16][CH2:17][N:11]([CH2:10][C:7]2[CH:8]=[CH:9][C:4]([C:3]([OH:50])=[O:2])=[CH:5][CH:6]=2)[C:12]2[C:43]([CH3:44])=[C:42]([C:45]([F:46])([F:47])[F:48])[C:41]([CH3:49])=[CH:40][C:13]1=2, predict the reactants needed to synthesize it. (6) Given the product [CH:8]1([C:18]([N:3]2[CH2:4][CH2:5][C:14]3([NH:30][C:31]4[C:32](=[CH:33][CH:34]=[CH:35][CH:36]=4)[N:28]4[CH:10]=[CH:11][CH:12]=[C:13]34)[CH2:7][CH2:6]2)=[O:20])[C:17]2[C:12](=[CH:13][CH:14]=[CH:15][CH:16]=2)[CH2:11][CH2:10][O:9]1, predict the reactants needed to synthesize it. The reactants are: C([N:3]([CH2:6][CH3:7])[CH2:4][CH3:5])C.[CH:8]1([C:18]([OH:20])=O)[C:17]2[C:12](=[CH:13][CH:14]=[CH:15][CH:16]=2)[CH2:11][CH2:10][O:9]1.F[P-](F)(F)(F)(F)F.[N:28]1(O[P+](N(C)C)(N(C)C)N(C)C)[C:32]2[CH:33]=[CH:34][CH:35]=[CH:36][C:31]=2[N:30]=N1. (7) Given the product [Cl:1][C:2]1[CH:3]=[C:4]([C:9]2[O:10][C:11]([CH3:15])([CH3:14])[CH2:12][N:13]=2)[CH:5]=[N:6][C:7]=1[S:17][CH3:16], predict the reactants needed to synthesize it. The reactants are: [Cl:1][C:2]1[CH:3]=[C:4]([C:9]2[O:10][C:11]([CH3:15])([CH3:14])[CH2:12][N:13]=2)[CH:5]=[N:6][C:7]=1Cl.[CH3:16][S-:17].[Na+].O. (8) Given the product [C:1]([O:5][C:6]([N:8]1[CH2:13][CH2:12][N:11]([C:14]2[C:19]([C:27]3[CH:28]=[CH:29][C:24]([CH2:23][O:22][CH3:21])=[CH:25][CH:26]=3)=[N:18][CH:17]=[CH:16][N:15]=2)[CH2:10][CH2:9]1)=[O:7])([CH3:4])([CH3:3])[CH3:2], predict the reactants needed to synthesize it. The reactants are: [C:1]([O:5][C:6]([N:8]1[CH2:13][CH2:12][N:11]([C:14]2[C:19](Cl)=[N:18][CH:17]=[CH:16][N:15]=2)[CH2:10][CH2:9]1)=[O:7])([CH3:4])([CH3:3])[CH3:2].[CH3:21][O:22][CH2:23][C:24]1[CH:29]=[CH:28][C:27](B(O)O)=[CH:26][CH:25]=1.C(=O)([O-])[O-].[K+].[K+]. (9) Given the product [C:15]([O:1][C:2]1[CH:11]=[CH:10][C:9]2[C:4](=[CH:5][CH:6]=[C:7]([C:12]([OH:14])=[O:13])[CH:8]=2)[CH:3]=1)(=[O:17])[CH3:16], predict the reactants needed to synthesize it. The reactants are: [OH:1][C:2]1[CH:11]=[CH:10][C:9]2[C:4](=[CH:5][CH:6]=[C:7]([C:12]([OH:14])=[O:13])[CH:8]=2)[CH:3]=1.[C:15](OC(=O)C)(=[O:17])[CH3:16].O. (10) Given the product [ClH:1].[CH3:30][N:31]([CH3:32])[C:2]1[CH:3]=[CH:4][C:5]([C:8]([N:10]2[CH2:15][CH2:14][N:13]([S:16]([C:19]3[CH:24]=[CH:23][C:22]([C:25]([F:28])([F:27])[F:26])=[CH:21][CH:20]=3)(=[O:18])=[O:17])[CH2:12][C@@H:11]2[CH3:29])=[O:9])=[CH:6][N:7]=1, predict the reactants needed to synthesize it. The reactants are: [Cl:1][C:2]1[N:7]=[CH:6][C:5]([C:8]([N:10]2[CH2:15][CH2:14][N:13]([S:16]([C:19]3[CH:24]=[CH:23][C:22]([C:25]([F:28])([F:27])[F:26])=[CH:21][CH:20]=3)(=[O:18])=[O:17])[CH2:12][C@@H:11]2[CH3:29])=[O:9])=[CH:4][CH:3]=1.[CH3:30][NH:31][CH3:32].CO.